Dataset: NCI-60 drug combinations with 297,098 pairs across 59 cell lines. Task: Regression. Given two drug SMILES strings and cell line genomic features, predict the synergy score measuring deviation from expected non-interaction effect. Drug 1: CC1C(C(=O)NC(C(=O)N2CCCC2C(=O)N(CC(=O)N(C(C(=O)O1)C(C)C)C)C)C(C)C)NC(=O)C3=C4C(=C(C=C3)C)OC5=C(C(=O)C(=C(C5=N4)C(=O)NC6C(OC(=O)C(N(C(=O)CN(C(=O)C7CCCN7C(=O)C(NC6=O)C(C)C)C)C)C(C)C)C)N)C. Drug 2: C(=O)(N)NO. Cell line: SNB-19. Synergy scores: CSS=14.1, Synergy_ZIP=-0.825, Synergy_Bliss=-3.56, Synergy_Loewe=-21.7, Synergy_HSA=-2.17.